Dataset: Catalyst prediction with 721,799 reactions and 888 catalyst types from USPTO. Task: Predict which catalyst facilitates the given reaction. (1) Reactant: C([O:3][C:4](=[O:34])[CH2:5][C:6]1[C:7]([CH3:33])=[C:8]([S:17][C:18]2[CH:23]=[CH:22][C:21]([S:24]([N:27]3[CH2:32][CH2:31][NH:30][CH2:29][CH2:28]3)(=[O:26])=[O:25])=[CH:20][CH:19]=2)[N:9]2[C:14]=1[CH:13]=[CH:12][C:11]([C:15]#[N:16])=[CH:10]2)C.[OH-].[Li+]. Product: [C:15]([C:11]1[CH:12]=[CH:13][C:14]2[N:9]([C:8]([S:17][C:18]3[CH:19]=[CH:20][C:21]([S:24]([N:27]4[CH2:32][CH2:31][NH:30][CH2:29][CH2:28]4)(=[O:25])=[O:26])=[CH:22][CH:23]=3)=[C:7]([CH3:33])[C:6]=2[CH2:5][C:4]([OH:34])=[O:3])[CH:10]=1)#[N:16]. The catalyst class is: 30. (2) Product: [CH3:8][C:9]1[C:17]2[C:12](=[CH:13][C:14]([N+:18]([O-:20])=[O:19])=[CH:15][CH:16]=2)[N:11]([CH2:28][O:27][CH2:26][CH2:25][Si:22]([CH3:24])([CH3:23])[CH3:21])[N:10]=1. Reactant: [H-].[Na+].C1COCC1.[CH3:8][C:9]1[C:17]2[C:12](=[CH:13][C:14]([N+:18]([O-:20])=[O:19])=[CH:15][CH:16]=2)[NH:11][N:10]=1.[CH3:21][Si:22]([CH2:25][CH2:26][O:27][CH2:28]Cl)([CH3:24])[CH3:23]. The catalyst class is: 161.